This data is from Forward reaction prediction with 1.9M reactions from USPTO patents (1976-2016). The task is: Predict the product of the given reaction. (1) The product is: [CH2:11]([O:10][C:9]1[CH:8]=[CH:7][C:4]([CH:5]=[O:6])=[CH:3][C:2]=1[OH:1])[C:12]1[CH:17]=[CH:16][CH:15]=[CH:14][CH:13]=1. Given the reactants [OH:1][C:2]1[CH:3]=[C:4]([CH:7]=[CH:8][C:9]=1[OH:10])[CH:5]=[O:6].[CH2:11](Br)[C:12]1[CH:17]=[CH:16][CH:15]=[CH:14][CH:13]=1.C([O-])([O-])=O.[K+].[K+], predict the reaction product. (2) Given the reactants [N+:1]([C:4]1[CH:9]=[CH:8][CH:7]=[CH:6][C:5]=1[CH2:10][NH2:11])([O-])=O.[H][H], predict the reaction product. The product is: [NH2:11][CH2:10][C:5]1[CH:6]=[CH:7][CH:8]=[CH:9][C:4]=1[NH2:1]. (3) Given the reactants CS(O[CH2:6][C:7]1([C:12]2[CH:17]=[CH:16][CH:15]=[C:14]([Cl:18])[CH:13]=2)[CH2:11][CH2:10][CH2:9][CH2:8]1)(=O)=O.FC(F)(F)C1C=CC(C2(C[C:33]#[N:34])CCCC2)=CC=1, predict the reaction product. The product is: [Cl:18][C:14]1[CH:13]=[C:12]([C:7]2([CH2:6][C:33]#[N:34])[CH2:11][CH2:10][CH2:9][CH2:8]2)[CH:17]=[CH:16][CH:15]=1. (4) Given the reactants [Br:1][C:2]1[CH:7]=[C:6]([F:8])[CH:5]=[CH:4][C:3]=1[CH:9]1[C:14]([C:15]([O:17][CH2:18][CH3:19])=[O:16])=[C:13]([CH2:20]Br)[NH:12][C:11]([C:22]2[O:23][CH:24]=[CH:25][N:26]=2)=[N:10]1.[NH:27]1[CH2:32][CH2:31][O:30][CH2:29][CH:28]1[C:33]([OH:35])=[O:34], predict the reaction product. The product is: [Br:1][C:2]1[CH:7]=[C:6]([F:8])[CH:5]=[CH:4][C:3]=1[CH:9]1[N:10]=[C:11]([C:22]2[O:23][CH:24]=[CH:25][N:26]=2)[NH:12][C:13]([CH2:20][N:27]2[CH2:32][CH2:31][O:30][CH2:29][CH:28]2[C:33]([OH:35])=[O:34])=[C:14]1[C:15]([O:17][CH2:18][CH3:19])=[O:16]. (5) Given the reactants [NH:1]=[N+:2]=[N-:3].O[C:5]([C:8]1[CH:9]=[C:10]([CH2:14][C@@H:15]([NH:17][C:18](=[O:27])[O:19][CH2:20][C:21]2[CH:26]=[CH:25][CH:24]=[CH:23][CH:22]=2)[CH3:16])[CH:11]=[CH:12][CH:13]=1)([CH3:7])[CH3:6].FC(F)(F)C(O)=O.S([O-])([O-])(=O)=O.[Mg+2], predict the reaction product. The product is: [N:1]([C:5]([C:8]1[CH:9]=[C:10]([CH2:14][C@@H:15]([NH:17][C:18](=[O:27])[O:19][CH2:20][C:21]2[CH:26]=[CH:25][CH:24]=[CH:23][CH:22]=2)[CH3:16])[CH:11]=[CH:12][CH:13]=1)([CH3:6])[CH3:7])=[N+:2]=[N-:3]. (6) The product is: [CH3:21][C:19]1([CH3:22])[CH2:18][CH:17]=[CH:16][C:15]2[C:10]([CH2:9][OH:8])=[CH:11][CH:12]=[CH:13][C:14]=2[CH2:20]1. Given the reactants C([Si]([O:8][CH2:9][C:10]1[C:15]2[CH:16]=[CH:17][CH2:18][C:19]([CH3:22])([CH3:21])[CH2:20][C:14]=2[CH:13]=[CH:12][CH:11]=1)(C)C)(C)(C)C.[F-].C([N+](CCCC)(CCCC)CCCC)CCC.O, predict the reaction product.